From a dataset of Forward reaction prediction with 1.9M reactions from USPTO patents (1976-2016). Predict the product of the given reaction. (1) Given the reactants [H-].[H-].[H-].[H-].[Li+].[Al+3].[CH3:7][N:8]1[CH2:23][CH2:22][N:11]2[C:12]3[CH:21]=[CH:20][CH:19]=[CH:18][C:13]=3[NH:14][C:15](=O)[CH2:16][CH:10]2[CH2:9]1, predict the reaction product. The product is: [CH3:7][N:8]1[CH2:23][CH2:22][N:11]2[C:12]3[CH:21]=[CH:20][CH:19]=[CH:18][C:13]=3[NH:14][CH2:15][CH2:16][CH:10]2[CH2:9]1. (2) Given the reactants F[C:2]1[CH:7]=[CH:6][C:5]([NH:8][C:9]([C:11]2[C:12]([C:17]3[CH:22]=[CH:21][C:20]([C:23]([F:26])([F:25])[F:24])=[CH:19][CH:18]=3)=[CH:13][CH:14]=[CH:15][CH:16]=2)=[O:10])=[CH:4][C:3]=1[N+:27]([O-:29])=[O:28].C(N(CC)CC)C.[N:37]1[CH:42]=[CH:41][CH:40]=[CH:39][C:38]=1[CH2:43][NH2:44].O, predict the reaction product. The product is: [N+:27]([C:3]1[CH:4]=[C:5]([NH:8][C:9]([C:11]2[C:12]([C:17]3[CH:18]=[CH:19][C:20]([C:23]([F:24])([F:25])[F:26])=[CH:21][CH:22]=3)=[CH:13][CH:14]=[CH:15][CH:16]=2)=[O:10])[CH:6]=[CH:7][C:2]=1[NH:44][CH2:43][C:38]1[CH:39]=[CH:40][CH:41]=[CH:42][N:37]=1)([O-:29])=[O:28]. (3) The product is: [Cl:20][C:10]1[CH:11]=[C:12]2[C:7](=[CH:8][CH:9]=1)[NH:6][C:5](=[O:21])[C:4]([C:1](=[O:3])[CH:2]=[CH:28][C:27]1[CH:30]=[CH:31][C:24]([N:23]([CH3:32])[CH3:22])=[CH:25][CH:26]=1)=[C:13]2[C:14]1[CH:15]=[CH:16][CH:17]=[CH:18][CH:19]=1. Given the reactants [C:1]([C:4]1[C:5](=[O:21])[NH:6][C:7]2[C:12]([C:13]=1[C:14]1[CH:19]=[CH:18][CH:17]=[CH:16][CH:15]=1)=[CH:11][C:10]([Cl:20])=[CH:9][CH:8]=2)(=[O:3])[CH3:2].[CH3:22][N:23]([CH3:32])[C:24]1[CH:31]=[CH:30][C:27]([CH:28]=O)=[CH:26][CH:25]=1.[OH-].[Na+], predict the reaction product. (4) Given the reactants [F:1][C:2]1[CH:24]=[CH:23][C:5]([O:6][C:7]2[CH:12]=[CH:11][C:10]([C:13]3[CH:14]=[C:15]([CH:19]=[C:20]([CH3:22])[N:21]=3)[C:16](O)=[O:17])=[CH:9][CH:8]=2)=[CH:4][CH:3]=1.S(Cl)([Cl:27])=O, predict the reaction product. The product is: [F:1][C:2]1[CH:24]=[CH:23][C:5]([O:6][C:7]2[CH:12]=[CH:11][C:10]([C:13]3[CH:14]=[C:15]([CH:19]=[C:20]([CH3:22])[N:21]=3)[C:16]([Cl:27])=[O:17])=[CH:9][CH:8]=2)=[CH:4][CH:3]=1. (5) Given the reactants B1([O-])OO1.[OH2:5].O.O.O.[Na+].[CH2:10]([S:12]([N:15]1[CH2:20][CH2:19][CH:18]([C:21]2[C:29]3[C:24](=[C:25]([C:38]#[N:39])[CH:26]=[C:27]([N:30]([CH3:37])[C:31]4[CH:36]=[CH:35][CH:34]=[CH:33][CH:32]=4)[CH:28]=3)[NH:23][CH:22]=2)[CH2:17][CH2:16]1)(=[O:14])=[O:13])[CH3:11], predict the reaction product. The product is: [CH2:10]([S:12]([N:15]1[CH2:20][CH2:19][CH:18]([C:21]2[C:29]3[C:24](=[C:25]([C:38]([NH2:39])=[O:5])[CH:26]=[C:27]([N:30]([CH3:37])[C:31]4[CH:36]=[CH:35][CH:34]=[CH:33][CH:32]=4)[CH:28]=3)[NH:23][CH:22]=2)[CH2:17][CH2:16]1)(=[O:14])=[O:13])[CH3:11]. (6) Given the reactants [CH3:1][N:2]1[C:10]2[C:5](=[CH:6][C:7]([N:11]3[CH2:19][C:18]4[C:13](=[CH:14][C:15](/[CH:20]=[CH:21]\[CH3:22])=[CH:16][CH:17]=4)[C:12]3=[O:23])=[CH:8][CH:9]=2)[CH:4]=[CH:3]1.[CH2:24](O)C.C1COCC1, predict the reaction product. The product is: [CH:20]([C:15]1[CH:14]=[C:13]2[C:18]([CH2:19][N:11]([C:7]3[CH:6]=[C:5]4[C:10](=[CH:9][CH:8]=3)[N:2]([CH3:1])[CH:3]=[CH:4]4)[C:12]2=[O:23])=[CH:17][CH:16]=1)([CH2:21][CH3:22])[CH3:24].